This data is from Full USPTO retrosynthesis dataset with 1.9M reactions from patents (1976-2016). The task is: Predict the reactants needed to synthesize the given product. (1) Given the product [O:13]=[C:10]1[CH2:11][CH2:12][C:7]2([CH2:2][CH2:3][N:4]([C:19]([O:18][C:15]([CH3:17])([CH3:16])[CH3:14])=[O:20])[CH2:5][CH2:6]2)[CH2:8][CH2:9]1, predict the reactants needed to synthesize it. The reactants are: Cl.[CH2:2]1[C:7]2([CH2:12][CH2:11][C:10](=[O:13])[CH2:9][CH2:8]2)[CH2:6][CH2:5][NH:4][CH2:3]1.[CH3:14][C:15]([O:18][C:19](O[C:19]([O:18][C:15]([CH3:17])([CH3:16])[CH3:14])=[O:20])=[O:20])([CH3:17])[CH3:16]. (2) Given the product [NH2:15][C:14]1[N:13]=[C:12]([S:18]([NH:21][C:22]([C:24]2[C:25]([O:42][C:43]3[C:48]([CH3:49])=[CH:47][CH:46]=[CH:45][C:44]=3[CH3:50])=[N:26][C:27]([C:30]3[CH:35]=[C:34]([O:36][CH2:37][CH:38]([CH3:40])[CH3:39])[CH:33]=[C:32]([F:41])[CH:31]=3)=[CH:28][CH:29]=2)=[O:23])(=[O:20])=[O:19])[CH:11]=[CH:10][C:9]=1[O:8][CH2:1][C:2]1[CH:3]=[CH:4][CH:5]=[CH:6][CH:7]=1, predict the reactants needed to synthesize it. The reactants are: [CH2:1]([O:8][C:9]1[CH:10]=[CH:11][C:12]([S:18]([NH:21][C:22]([C:24]2[C:25]([O:42][C:43]3[C:48]([CH3:49])=[CH:47][CH:46]=[CH:45][C:44]=3[CH3:50])=[N:26][C:27]([C:30]3[CH:35]=[C:34]([O:36][CH2:37][CH:38]([CH3:40])[CH3:39])[CH:33]=[C:32]([F:41])[CH:31]=3)=[CH:28][CH:29]=2)=[O:23])(=[O:20])=[O:19])=[N:13][C:14]=1[N+:15]([O-])=O)[C:2]1[CH:7]=[CH:6][CH:5]=[CH:4][CH:3]=1.Cl. (3) Given the product [CH3:13][O:14][C:15]([CH:16]1[CH2:7][CH:17]1[C:18]1[CH:23]=[CH:22][C:21]([O:24][CH2:25][C:26]2[CH:27]=[CH:28][CH:29]=[CH:30][CH:31]=2)=[CH:20][C:19]=1[CH3:32])=[O:33], predict the reactants needed to synthesize it. The reactants are: [I-].C[S+](C)(C)=O.[CH3:7]C(C)([O-])C.[K+].[CH3:13][O:14][C:15](=[O:33])[CH:16]=[CH:17][C:18]1[CH:23]=[CH:22][C:21]([O:24][CH2:25][C:26]2[CH:31]=[CH:30][CH:29]=[CH:28][CH:27]=2)=[CH:20][C:19]=1[CH3:32]. (4) Given the product [Br:1][C:2]1[C:6]([CH3:7])=[CH:5][N:4]([C:11]2[CH:16]=[CH:15][N:14]=[C:13]([O:17][CH3:18])[CH:12]=2)[N:3]=1, predict the reactants needed to synthesize it. The reactants are: [Br:1][C:2]1[C:6]([CH3:7])=[CH:5][NH:4][N:3]=1.[H-].[Na+].Cl[C:11]1[CH:16]=[CH:15][N:14]=[C:13]([O:17][CH3:18])[CH:12]=1. (5) Given the product [C:12]([O:11][C:9]([NH:7][C@H:4]1[CH2:5][CH2:6][C@H:1]([NH2:8])[CH2:2][CH2:3]1)=[O:10])([CH3:15])([CH3:14])[CH3:13], predict the reactants needed to synthesize it. The reactants are: [C@H:1]1([NH2:8])[CH2:6][CH2:5][C@H:4]([NH2:7])[CH2:3][CH2:2]1.[C:9](O[C:9]([O:11][C:12]([CH3:15])([CH3:14])[CH3:13])=[O:10])([O:11][C:12]([CH3:15])([CH3:14])[CH3:13])=[O:10]. (6) Given the product [C:10]([O:9][C:7]([N:5]1[CH2:6][C:2]([F:1])([F:17])[CH2:3][CH:4]1[CH2:14][C:15]([OH:18])=[O:16])=[O:8])([CH3:11])([CH3:12])[CH3:13], predict the reactants needed to synthesize it. The reactants are: [F:1][C:2]1([F:17])[CH2:6][N:5]([C:7]([O:9][C:10]([CH3:13])([CH3:12])[CH3:11])=[O:8])[CH:4]([CH2:14][CH:15]=[O:16])[CH2:3]1.[O-:18][Mn](=O)(=O)=O.[K+]. (7) Given the product [CH2:11]1[O:12][C:6]2[CH:5]=[C:4]([C:2]([CH2:1][Br:21])=[O:3])[CH:9]=[CH:8][C:7]=2[O:10]1, predict the reactants needed to synthesize it. The reactants are: [CH3:1][C:2]([C:4]1[CH:9]=[CH:8][C:7]2[O:10][CH2:11][O:12][C:6]=2[CH:5]=1)=[O:3].C=CC1C=C[NH+]=CC=1.[Br-:21].[Br-].[Br-].